From a dataset of Peptide-MHC class I binding affinity with 185,985 pairs from IEDB/IMGT. Regression. Given a peptide amino acid sequence and an MHC pseudo amino acid sequence, predict their binding affinity value. This is MHC class I binding data. (1) The peptide sequence is KRVVINKDT. The MHC is Mamu-B03 with pseudo-sequence Mamu-B03. The binding affinity (normalized) is 0.357. (2) The peptide sequence is DELEKIRL. The MHC is Mamu-A11 with pseudo-sequence Mamu-A11. The binding affinity (normalized) is 0. (3) The binding affinity (normalized) is 0. The MHC is HLA-B42:01 with pseudo-sequence HLA-B42:01. The peptide sequence is NTQGYFPDWQ. (4) The MHC is HLA-A11:01 with pseudo-sequence HLA-A11:01. The peptide sequence is YHSNVKEL. The binding affinity (normalized) is 0. (5) The peptide sequence is GSFRKICGF. The MHC is HLA-A03:01 with pseudo-sequence HLA-A03:01. The binding affinity (normalized) is 0.0847.